Dataset: NCI-60 drug combinations with 297,098 pairs across 59 cell lines. Task: Regression. Given two drug SMILES strings and cell line genomic features, predict the synergy score measuring deviation from expected non-interaction effect. Cell line: OVCAR-4. Synergy scores: CSS=-0.435, Synergy_ZIP=1.63, Synergy_Bliss=2.14, Synergy_Loewe=-1.76, Synergy_HSA=-2.86. Drug 2: CC1=C(C=C(C=C1)C(=O)NC2=CC(=CC(=C2)C(F)(F)F)N3C=C(N=C3)C)NC4=NC=CC(=N4)C5=CN=CC=C5. Drug 1: CCC1(CC2CC(C3=C(CCN(C2)C1)C4=CC=CC=C4N3)(C5=C(C=C6C(=C5)C78CCN9C7C(C=CC9)(C(C(C8N6C)(C(=O)OC)O)OC(=O)C)CC)OC)C(=O)OC)O.OS(=O)(=O)O.